The task is: Regression. Given two drug SMILES strings and cell line genomic features, predict the synergy score measuring deviation from expected non-interaction effect.. This data is from NCI-60 drug combinations with 297,098 pairs across 59 cell lines. (1) Drug 1: CC1=CC2C(CCC3(C2CCC3(C(=O)C)OC(=O)C)C)C4(C1=CC(=O)CC4)C. Drug 2: CS(=O)(=O)CCNCC1=CC=C(O1)C2=CC3=C(C=C2)N=CN=C3NC4=CC(=C(C=C4)OCC5=CC(=CC=C5)F)Cl. Cell line: MCF7. Synergy scores: CSS=-4.67, Synergy_ZIP=4.50, Synergy_Bliss=5.42, Synergy_Loewe=-9.05, Synergy_HSA=-5.72. (2) Drug 1: CCC1=C2CN3C(=CC4=C(C3=O)COC(=O)C4(CC)O)C2=NC5=C1C=C(C=C5)O. Drug 2: C1CN(P(=O)(OC1)NCCCl)CCCl. Cell line: HOP-92. Synergy scores: CSS=25.0, Synergy_ZIP=-1.46, Synergy_Bliss=6.49, Synergy_Loewe=-3.01, Synergy_HSA=3.31. (3) Drug 1: C1CC(C1)(C(=O)O)C(=O)O.[NH2-].[NH2-].[Pt+2]. Drug 2: CS(=O)(=O)CCNCC1=CC=C(O1)C2=CC3=C(C=C2)N=CN=C3NC4=CC(=C(C=C4)OCC5=CC(=CC=C5)F)Cl. Cell line: TK-10. Synergy scores: CSS=14.4, Synergy_ZIP=-8.51, Synergy_Bliss=-2.30, Synergy_Loewe=-27.1, Synergy_HSA=-3.89. (4) Cell line: M14. Drug 1: C1CC(=O)NC(=O)C1N2CC3=C(C2=O)C=CC=C3N. Synergy scores: CSS=0.836, Synergy_ZIP=-0.445, Synergy_Bliss=-0.724, Synergy_Loewe=-0.803, Synergy_HSA=-1.42. Drug 2: C1CC(=O)NC(=O)C1N2C(=O)C3=CC=CC=C3C2=O.